Dataset: Peptide-MHC class II binding affinity with 134,281 pairs from IEDB. Task: Regression. Given a peptide amino acid sequence and an MHC pseudo amino acid sequence, predict their binding affinity value. This is MHC class II binding data. (1) The peptide sequence is YQIAFSRGNRAFIAI. The MHC is HLA-DQA10301-DQB10302 with pseudo-sequence HLA-DQA10301-DQB10302. The binding affinity (normalized) is 0.472. (2) The peptide sequence is GNFERISGDLKTQID. The MHC is HLA-DPA10103-DPB10401 with pseudo-sequence HLA-DPA10103-DPB10401. The binding affinity (normalized) is 0.131. (3) The peptide sequence is YDKFLATVSTVLTGK. The MHC is DRB1_1302 with pseudo-sequence DRB1_1302. The binding affinity (normalized) is 0.436. (4) The peptide sequence is GELQIVDKIDAAFKT. The MHC is DRB1_1101 with pseudo-sequence DRB1_1101. The binding affinity (normalized) is 0.498. (5) The peptide sequence is DEAHFTDPASIAARG. The MHC is DRB1_0404 with pseudo-sequence DRB1_0404. The binding affinity (normalized) is 0.0447. (6) The peptide sequence is VSLVTSFLLMIVLQI. The MHC is DRB1_0101 with pseudo-sequence DRB1_0101. The binding affinity (normalized) is 0.282.